The task is: Predict the reactants needed to synthesize the given product.. This data is from Full USPTO retrosynthesis dataset with 1.9M reactions from patents (1976-2016). (1) Given the product [F:29][C:21]1[CH:20]=[C:19]([CH:24]=[CH:23][C:22]=1[C:25]([F:28])([F:27])[F:26])[CH2:18][C@H:10]1[CH2:9][C@@H:8]([C:6]2[O:7][NH:33][C:4](=[O:3])[CH:5]=2)[CH2:13][CH2:12][N:11]1[C:14]([O:16][CH3:17])=[O:15], predict the reactants needed to synthesize it. The reactants are: C([O:3][C:4](=O)[CH2:5][C:6]([C@H:8]1[CH2:13][CH2:12][N:11]([C:14]([O:16][CH3:17])=[O:15])[C@@H:10]([CH2:18][C:19]2[CH:24]=[CH:23][C:22]([C:25]([F:28])([F:27])[F:26])=[C:21]([F:29])[CH:20]=2)[CH2:9]1)=[O:7])C.[OH-].[Na+].[NH2:33]O.Cl. (2) Given the product [OH:1][C:2]1[CH:7]=[CH:6][C:5]([CH2:8][CH2:9][CH2:10][N:11]2[C:19](=[O:20])[C:18]3[C:13](=[CH:14][CH:15]=[CH:16][CH:17]=3)[C:12]2=[O:21])=[CH:4][CH:3]=1, predict the reactants needed to synthesize it. The reactants are: [OH:1][C:2]1[CH:7]=[CH:6][C:5]([CH:8]=[CH:9][CH2:10][N:11]2[C:19](=[O:20])[C:18]3[C:13](=[CH:14][CH:15]=[CH:16][CH:17]=3)[C:12]2=[O:21])=[CH:4][CH:3]=1.O.C(OCC)(=O)C. (3) Given the product [S:1]1[CH2:4][CH:3]([CH2:5][C:6]([O:8][CH2:9][CH3:10])=[O:7])[CH2:2]1, predict the reactants needed to synthesize it. The reactants are: [S:1]1[CH2:4][C:3](=[CH:5][C:6]([O:8][CH2:9][CH3:10])=[O:7])[CH2:2]1.[BH4-].[Na+]. (4) Given the product [Br:23][C:24]1[CH:29]=[CH:28][CH:27]=[C:26]([C:30](=[O:37])[CH2:31][CH2:32][CH2:33][CH2:34][CH2:35][CH3:36])[CH:25]=1, predict the reactants needed to synthesize it. The reactants are: CC(OI1(OC(C)=O)(OC(C)=O)OC(=O)C2C=CC=CC1=2)=O.[Br:23][C:24]1[CH:29]=[CH:28][CH:27]=[C:26]([CH:30]([OH:37])[CH2:31][CH2:32][CH2:33][CH2:34][CH2:35][CH3:36])[CH:25]=1. (5) Given the product [NH2:3][C:4]1[C:13]2[N:14]=[C:15]([CH2:22][O:23][NH2:24])[N:16]([CH2:17][C:18]([CH3:20])([OH:21])[CH3:19])[C:12]=2[C:11]2[CH:10]=[CH:9][CH:8]=[CH:7][C:6]=2[N:5]=1, predict the reactants needed to synthesize it. The reactants are: NN.[NH2:3][C:4]1[C:13]2[N:14]=[C:15]([CH2:22][O:23][N:24]3C(=O)C4C(=CC=CC=4)C3=O)[N:16]([CH2:17][C:18]([OH:21])([CH3:20])[CH3:19])[C:12]=2[C:11]2[CH:10]=[CH:9][CH:8]=[CH:7][C:6]=2[N:5]=1. (6) Given the product [Br:1][C:2]1[N:7]=[C:6](/[CH:8]=[C:9](\[C:27]#[N:28])/[C:10]([NH:12][CH:13]([C:17]2[CH:22]=[CH:21][C:20]([OH:23])=[CH:19][CH:18]=2)[CH2:14][CH2:15][CH3:16])=[O:11])[CH:5]=[CH:4][CH:3]=1, predict the reactants needed to synthesize it. The reactants are: [Br:1][C:2]1[N:7]=[C:6]([CH:8]=[C:9]([C:27]#[N:28])[C:10]([NH:12][CH:13]([C:17]2[CH:22]=[CH:21][C:20]([O:23]COC)=[CH:19][CH:18]=2)[CH2:14][CH2:15][CH3:16])=[O:11])[CH:5]=[CH:4][CH:3]=1.Cl.CO. (7) Given the product [CH2:27]([O:26][C:24]1[N:23]([CH2:29][C:30]2[CH:35]=[CH:34][C:33]([C:36]3[CH:41]=[CH:40][CH:39]=[CH:38][C:37]=3[C:42](=[N:6][OH:7])[NH2:43])=[CH:32][CH:31]=2)[C:22]2[C:17]([C:15]([O:14][CH3:13])=[O:16])=[CH:18][CH:19]=[CH:20][C:21]=2[N:25]=1)[CH3:28], predict the reactants needed to synthesize it. The reactants are: CS(C)=O.Cl.[NH2:6][OH:7].C(=O)(O)[O-].[Na+].[CH3:13][O:14][C:15]([C:17]1[C:22]2[N:23]([CH2:29][C:30]3[CH:35]=[CH:34][C:33]([C:36]4[CH:41]=[CH:40][CH:39]=[CH:38][C:37]=4[C:42]#[N:43])=[CH:32][CH:31]=3)[C:24]([O:26][CH2:27][CH3:28])=[N:25][C:21]=2[CH:20]=[CH:19][CH:18]=1)=[O:16].